From a dataset of Reaction yield outcomes from USPTO patents with 853,638 reactions. Predict the reaction yield, written as a fraction of the theoretical maximum amount of product (1.0 means a 100% yield; for example, 0.34 means a 34% yield). (1) The reactants are [NH2:1][C:2]1[C:16]2[C:15](=[O:17])[C:14]([C:18]([OH:20])=[O:19])=[CH:13][N:7]3[C@@H:8]([CH2:11][F:12])[CH2:9][O:10][C:5]([C:6]=23)=[C:4](F)[C:3]=1[F:22].[N:23]1[CH:28]=[CH:27][CH:26]=[CH:25][C:24]=1[NH:29][CH2:30][CH2:31][NH2:32].C(N(CC)CC)C. The catalyst is CS(C)=O. The product is [NH2:1][C:2]1[C:16]2[C:15](=[O:17])[C:14]([C:18]([OH:20])=[O:19])=[CH:13][N:7]3[C@@H:8]([CH2:11][F:12])[CH2:9][O:10][C:5]([C:6]=23)=[C:4]([NH:32][CH2:31][CH2:30][NH:29][C:24]2[CH:25]=[CH:26][CH:27]=[CH:28][N:23]=2)[C:3]=1[F:22]. The yield is 0.670. (2) The product is [Cl:1][C:2]1[CH:7]=[C:6]([B:23]([OH:26])[OH:24])[C:5]([O:9][CH3:10])=[CH:4][C:3]=1[C:11]1[CH:16]=[CH:15][CH:14]=[C:13]([F:17])[CH:12]=1. The catalyst is C1COCC1. The yield is 0.260. The reactants are [Cl:1][C:2]1[CH:7]=[C:6](I)[C:5]([O:9][CH3:10])=[CH:4][C:3]=1[C:11]1[CH:16]=[CH:15][CH:14]=[C:13]([F:17])[CH:12]=1.[Li]CCCC.[B:23](OC)([O:26]C)[O:24]C. (3) The reactants are C[O:2][CH:3](OC)[C:4]1[CH:9]=[CH:8][C:7]([CH:10]2[NH:22][C:20]3[C:21]4[C:12](=[N:13][NH:14][C:15](=[O:23])[C:16]=4[CH:17]=[CH:18][CH:19]=3)[CH:11]2[C:24]2[CH:29]=[CH:28][CH:27]=[CH:26][CH:25]=2)=[CH:6][CH:5]=1.C(=O)([O-])[O-].[K+].[K+]. The catalyst is Cl. The product is [O:23]=[C:15]1[C:16]2[CH:17]=[CH:18][CH:19]=[C:20]3[NH:22][CH:10]([C:7]4[CH:6]=[CH:5][C:4]([CH:3]=[O:2])=[CH:9][CH:8]=4)[CH:11]([C:24]4[CH:29]=[CH:28][CH:27]=[CH:26][CH:25]=4)[C:12]([C:21]=23)=[N:13][NH:14]1. The yield is 0.730. (4) The reactants are [Cl:1][C:2]1[C:3]([F:35])=[CH:4][C:5]([O:33][CH3:34])=[C:6]([C:8]2[C:17]3[C:12](=[CH:13][C:14]([S:18](OC4C(F)=C(F)C(F)=C(F)C=4F)(=[O:20])=[O:19])=[CH:15][CH:16]=3)[CH:11]=[CH:10][N:9]=2)[CH:7]=1.C1COCC1.[O:41]1[CH:45]=[CH:44][C:43]([NH2:46])=[N:42]1.C[Si]([N-][Si](C)(C)C)(C)C.[Li+]. The catalyst is Cl. The product is [Cl:1][C:2]1[C:3]([F:35])=[CH:4][C:5]([O:33][CH3:34])=[C:6]([C:8]2[C:17]3[C:12](=[CH:13][C:14]([S:18]([NH:46][C:43]4[CH:44]=[CH:45][O:41][N:42]=4)(=[O:19])=[O:20])=[CH:15][CH:16]=3)[CH:11]=[CH:10][N:9]=2)[CH:7]=1. The yield is 0.716. (5) The reactants are S(=O)(=O)(O)O.[Cl:6][C:7]1[N:8]=[N:9][C:10]([Cl:13])=[CH:11][CH:12]=1.[CH:14]1(C(O)=O)[CH2:17][CH2:16][CH2:15]1.S(OOS([O-])(=O)=O)([O-])(=O)=O.[NH4+].[NH4+].N. The catalyst is O.[N+]([O-])([O-])=O.[Ag+]. The product is [Cl:6][C:7]1[N:8]=[N:9][C:10]([Cl:13])=[CH:11][C:12]=1[CH:14]1[CH2:17][CH2:16][CH2:15]1. The yield is 0.820. (6) The reactants are [F:1][C:2]1[CH:10]=[C:9]([C:11]([F:14])([F:13])[F:12])[CH:8]=[CH:7][C:3]=1C(O)=O.C([N:17](CC)CC)C.C1(P(N=[N+]=[N-])(C2C=CC=CC=2)=O)C=CC=CC=1. The catalyst is CC(O)(C)C.Cl[Cu]. The product is [F:1][C:2]1[CH:10]=[C:9]([C:11]([F:14])([F:13])[F:12])[CH:8]=[CH:7][C:3]=1[NH2:17]. The yield is 0.580.